From a dataset of Forward reaction prediction with 1.9M reactions from USPTO patents (1976-2016). Predict the product of the given reaction. (1) Given the reactants [OH:1][CH:2]1[CH2:7][CH2:6][NH:5][CH2:4][CH2:3]1.[CH3:8][C:9]([CH3:11])=O.C(O)(=O)C.C(O[BH-](OC(=O)C)OC(=O)C)(=O)C.[Na+], predict the reaction product. The product is: [NH3:5].[CH:9]([N:5]1[CH2:6][CH2:7][CH:2]([OH:1])[CH2:3][CH2:4]1)([CH3:11])[CH3:8]. (2) Given the reactants [OH:1][CH:2]1[CH2:7][CH2:6][N:5]([C:8]([O:10][C:11]([CH3:14])([CH3:13])[CH3:12])=[O:9])[CH2:4][CH2:3]1.[H-].[Na+].Cl[C:18]1[C:19]2[N:27]=[C:26]([Cl:28])[CH:25]=[CH:24][C:20]=2[N:21]=[CH:22][N:23]=1, predict the reaction product. The product is: [Cl:28][C:26]1[CH:25]=[CH:24][C:20]2[N:21]=[CH:22][N:23]=[C:18]([O:1][CH:2]3[CH2:3][CH2:4][N:5]([C:8]([O:10][C:11]([CH3:14])([CH3:13])[CH3:12])=[O:9])[CH2:6][CH2:7]3)[C:19]=2[N:27]=1. (3) Given the reactants [CH2:1]1[C:9]2[C:4](=[CH:5][C:6]([NH:10][C:11](=[O:24])[C:12]3[CH:17]=[CH:16][C:15]([N:18]4[CH2:23][CH2:22][NH:21][CH2:20][CH2:19]4)=[CH:14][CH:13]=3)=[CH:7][CH:8]=2)[CH2:3][CH2:2]1.[CH2:25]([O:27][C:28]([C:30]1[CH:31]=[CH:32][C:33](Cl)=[N:34][CH:35]=1)=[O:29])[CH3:26].C(N(C(C)C)CC)(C)C, predict the reaction product. The product is: [CH2:25]([O:27][C:28](=[O:29])[C:30]1[CH:31]=[CH:32][C:33]([N:21]2[CH2:22][CH2:23][N:18]([C:15]3[CH:14]=[CH:13][C:12]([C:11](=[O:24])[NH:10][C:6]4[CH:5]=[C:4]5[C:9](=[CH:8][CH:7]=4)[CH2:1][CH2:2][CH2:3]5)=[CH:17][CH:16]=3)[CH2:19][CH2:20]2)=[N:34][CH:35]=1)[CH3:26]. (4) Given the reactants [NH2:1][C:2]1[CH:3]=[C:4]([OH:9])[CH:5]=[CH:6][C:7]=1[CH3:8].[C:10](O[C:10]([O:12][C:13]([CH3:16])([CH3:15])[CH3:14])=[O:11])([O:12][C:13]([CH3:16])([CH3:15])[CH3:14])=[O:11].O1CCCC1.C(=O)([O-])[O-].[Na+].[Na+], predict the reaction product. The product is: [OH:9][C:4]1[CH:5]=[CH:6][C:7]([CH3:8])=[C:2]([NH:1][C:10](=[O:11])[O:12][C:13]([CH3:16])([CH3:15])[CH3:14])[CH:3]=1. (5) Given the reactants [O:1]([C:8]1[CH:9]=[C:10]([CH:13]=[CH:14][CH:15]=1)[CH:11]=O)[C:2]1[CH:7]=[CH:6][CH:5]=[CH:4][CH:3]=1.[ClH:16].[NH2:17]O.Cl.[H][H], predict the reaction product. The product is: [ClH:16].[O:1]([C:8]1[CH:9]=[C:10]([CH:13]=[CH:14][CH:15]=1)[CH2:11][NH2:17])[C:2]1[CH:7]=[CH:6][CH:5]=[CH:4][CH:3]=1. (6) The product is: [CH3:39][O:38][CH2:37][CH2:36][CH2:35][N:27]1[C:28]2[C:33](=[C:32]([CH3:34])[CH:31]=[CH:30][CH:29]=2)[C:25]([CH2:24][NH:16][CH:13]2[CH2:14][CH2:15]2)=[CH:26]1. Given the reactants FC(F)(F)S(O[Si](C)(C)C)(=O)=O.[CH:13]1([N:16]([CH2:24][C:25]2[C:33]3[C:28](=[CH:29][CH:30]=[CH:31][C:32]=3[CH3:34])[N:27]([CH2:35][CH2:36][CH2:37][O:38][CH3:39])[CH:26]=2)C(=O)OC(C)(C)C)[CH2:15][CH2:14]1.N1C(C)=CC=CC=1C.C(=O)(O)[O-].[Na+], predict the reaction product. (7) Given the reactants [CH2:1]1[C:13]2[NH:12][C:11]3[C:6](=[CH:7][CH:8]=[CH:9][CH:10]=3)[C:5]=2[CH2:4][CH2:3][N:2]1[C:14]1[N:19]=[CH:18][C:17]([C:20]([O:22]C)=[O:21])=[CH:16][N:15]=1.[OH-].[Li+].Cl, predict the reaction product. The product is: [CH2:1]1[C:13]2[NH:12][C:11]3[C:6](=[CH:7][CH:8]=[CH:9][CH:10]=3)[C:5]=2[CH2:4][CH2:3][N:2]1[C:14]1[N:19]=[CH:18][C:17]([C:20]([OH:22])=[O:21])=[CH:16][N:15]=1. (8) The product is: [Cl:8][C:6]1[CH:7]=[C:2]([NH:22][CH:23]2[CH2:28][CH2:27][O:26][CH2:25][CH2:24]2)[N:3]=[C:4]([CH2:9][P:10](=[O:17])([O:14][CH2:15][CH3:16])[O:11][CH2:12][CH3:13])[N:5]=1. Given the reactants Cl[C:2]1[CH:7]=[C:6]([Cl:8])[N:5]=[C:4]([CH2:9][P:10](=[O:17])([O:14][CH2:15][CH3:16])[O:11][CH2:12][CH3:13])[N:3]=1.C(O)(=O)C.[NH2:22][CH:23]1[CH2:28][CH2:27][O:26][CH2:25][CH2:24]1.C(N(CC)CC)C, predict the reaction product. (9) Given the reactants [Br:1][C:2]1[CH:3]=[C:4]2[C:9](=[CH:10][CH:11]=1)[CH:8]([C:12]([O:14]CC)=O)[C:7](=O)[CH2:6][CH2:5]2.[NH:18]([C:20]1[CH:25]=[CH:24][CH:23]=[CH:22][N:21]=1)[NH2:19], predict the reaction product. The product is: [Br:1][C:2]1[CH:11]=[CH:10][C:9]2[C:8]3[C:7]([CH2:6][CH2:5][C:4]=2[CH:3]=1)=[N:19][N:18]([C:20]1[CH:25]=[CH:24][CH:23]=[CH:22][N:21]=1)[C:12]=3[OH:14]. (10) Given the reactants C(OC(=O)[NH:7][CH2:8][CH2:9][CH:10]([O:21][Si:22]([C:35]([CH3:38])([CH3:37])[CH3:36])([C:29]1[CH:34]=[CH:33][CH:32]=[CH:31][CH:30]=1)[C:23]1[CH:28]=[CH:27][CH:26]=[CH:25][CH:24]=1)[CH2:11][C:12]([C:14]1[CH:15]=[N:16][C:17]([Cl:20])=[CH:18][CH:19]=1)=O)(C)(C)C.N1C(C)=CC=CC=1C.[Si](OS(C(F)(F)F)(=O)=O)(C)(C)C.[BH4-].[Na+], predict the reaction product. The product is: [Si:22]([O:21][C@@H:10]1[CH2:9][CH2:8][NH:7][C@H:12]([C:14]2[CH:19]=[CH:18][C:17]([Cl:20])=[N:16][CH:15]=2)[CH2:11]1)([C:35]([CH3:36])([CH3:38])[CH3:37])([C:23]1[CH:28]=[CH:27][CH:26]=[CH:25][CH:24]=1)[C:29]1[CH:30]=[CH:31][CH:32]=[CH:33][CH:34]=1.